Dataset: Full USPTO retrosynthesis dataset with 1.9M reactions from patents (1976-2016). Task: Predict the reactants needed to synthesize the given product. Given the product [F:1][C:2]1[CH:3]=[C:4]([CH:9]=[CH:10][C:11]=1[O:12][CH:13]1[CH2:17][CH2:16][N:15]([CH:18]2[CH2:23][CH2:22][N:21]([C:24]3[S:28][N:27]=[C:26]([CH:29]([CH3:30])[CH3:31])[N:25]=3)[CH2:20][CH2:19]2)[C:14]1=[O:32])[C:5]([OH:7])=[O:6], predict the reactants needed to synthesize it. The reactants are: [F:1][C:2]1[CH:3]=[C:4]([CH:9]=[CH:10][C:11]=1[O:12][CH:13]1[CH2:17][CH2:16][N:15]([CH:18]2[CH2:23][CH2:22][N:21]([C:24]3[S:28][N:27]=[C:26]([CH:29]([CH3:31])[CH3:30])[N:25]=3)[CH2:20][CH2:19]2)[C:14]1=[O:32])[C:5]([O:7]C)=[O:6].[OH-].[Na+].